From a dataset of Reaction yield outcomes from USPTO patents with 853,638 reactions. Predict the reaction yield, written as a fraction of the theoretical maximum amount of product (1.0 means a 100% yield; for example, 0.34 means a 34% yield). The reactants are [N+:1]([C:4]1[CH:5]=[C:6](O)[CH:7]=[CH:8][CH:9]=1)([O-:3])=[O:2].C([O-])([O-])=[O:12].[K+].[K+].Br[CH2:18][C:19]([O:21][CH2:22][CH3:23])=[O:20]. The catalyst is CC(C)=O. The product is [N+:1]([C:4]1[CH:5]=[CH:6][C:7]([O:12][CH2:18][C:19]([O:21][CH2:22][CH3:23])=[O:20])=[CH:8][CH:9]=1)([O-:3])=[O:2]. The yield is 0.920.